This data is from M1 muscarinic receptor antagonist screen with 61,756 compounds. The task is: Binary Classification. Given a drug SMILES string, predict its activity (active/inactive) in a high-throughput screening assay against a specified biological target. (1) The molecule is O=C(N1CCN(CC1)C(=O)c1occc1)c1c2c(c(=O)n(c1)CC)cc(OC)c(OC)c2. The result is 0 (inactive). (2) The compound is n12C3(N=c4c(=c1[nH]c1c2cccc1)cccc4)CCCCC3. The result is 0 (inactive). (3) The compound is S1(=O)(=O)CC(N(Cc2sccc2)C(=O)c2ccccc2)CC1. The result is 0 (inactive). (4) The compound is O=C1N(CC(C1)C(O)=O)Cc1ccccc1. The result is 0 (inactive).